From a dataset of Reaction yield outcomes from USPTO patents with 853,638 reactions. Predict the reaction yield, written as a fraction of the theoretical maximum amount of product (1.0 means a 100% yield; for example, 0.34 means a 34% yield). (1) The reactants are [O-]CC.[Na+].C1(C)C=CC=CC=1.C([O:14][C:15](=[O:32])[CH2:16][C:17]([C:25]1[CH:30]=[CH:29][CH:28]=[C:27]([CH3:31])[N:26]=1)=[N:18][N:19]1[CH2:23][CH2:22][CH2:21][C:20]1=O)C.Cl. The catalyst is O. The product is [CH3:31][C:27]1[N:26]=[C:25]([C:17]2[C:16]([C:15]([OH:14])=[O:32])=[C:23]3[CH2:22][CH2:21][CH2:20][N:19]3[N:18]=2)[CH:30]=[CH:29][CH:28]=1. The yield is 0.860. (2) The reactants are [F:1][C:2]1[C:7]([C:8]([F:11])([F:10])[F:9])=[CH:6][CH:5]=[CH:4][C:3]=1[OH:12].IC.[C:15](=O)([O-])[O-].[K+].[K+]. The catalyst is CC(C)=O. The product is [F:1][C:2]1[C:3]([O:12][CH3:15])=[CH:4][CH:5]=[CH:6][C:7]=1[C:8]([F:10])([F:11])[F:9]. The yield is 0.910. (3) The reactants are [Cl:1][C:2]1[CH:7]=[CH:6][C:5]([C:8]2([CH2:21][C:22]#[N:23])[CH2:13][CH2:12][N:11](C(OC(C)(C)C)=O)[CH2:10][CH2:9]2)=[CH:4][CH:3]=1.Cl. The catalyst is O1CCOCC1. The product is [Cl:1][C:2]1[CH:7]=[CH:6][C:5]([C:8]2([CH2:21][C:22]#[N:23])[CH2:13][CH2:12][NH:11][CH2:10][CH2:9]2)=[CH:4][CH:3]=1. The yield is 0.930. (4) The reactants are [CH3:1][O:2][C:3]1[CH:4]=[C:5]2[C:10](=[CH:11][C:12]=1[O:13][CH3:14])[N:9]=[CH:8][CH:7]=[C:6]2[O:15][C:16]1[CH:21]=[CH:20][C:19]([NH:22][C:23](=O)[CH2:24][CH2:25][O:26][C:27]2[CH:32]=[CH:31][CH:30]=[CH:29][C:28]=2[Cl:33])=[CH:18][CH:17]=1.Cl.[OH-].[Na+]. The catalyst is O1CCCC1. The product is [Cl:33][C:28]1[CH:29]=[CH:30][CH:31]=[CH:32][C:27]=1[O:26][CH2:25][CH2:24][CH2:23][NH:22][C:19]1[CH:20]=[CH:21][C:16]([O:15][C:6]2[C:5]3[C:10](=[CH:11][C:12]([O:13][CH3:14])=[C:3]([O:2][CH3:1])[CH:4]=3)[N:9]=[CH:8][CH:7]=2)=[CH:17][CH:18]=1. The yield is 0.800. (5) The reactants are FC1C=CC(C2C=NC(N3CCN(S(C[C@H](C(C)C)C([NH:27][OH:28])=O)(=O)=O)CC3)=NC=2)=CC=1.[Cl:32][C:33]1[CH:34]=[C:35]([C:40]2[CH:41]=[N:42][C:43]([N:46]3[CH2:51][CH2:50][N:49]([S:52]([CH2:55][C@H:56]([CH:60]([CH3:62])[CH3:61])[C:57](O)=[O:58])(=[O:54])=[O:53])[CH2:48][CH2:47]3)=[N:44][CH:45]=2)[CH:36]=[CH:37][C:38]=1[Cl:39]. No catalyst specified. The product is [Cl:32][C:33]1[CH:34]=[C:35]([C:40]2[CH:41]=[N:42][C:43]([N:46]3[CH2:47][CH2:48][N:49]([S:52]([CH2:55][C@H:56]([CH:60]([CH3:61])[CH3:62])[C:57]([NH:27][OH:28])=[O:58])(=[O:53])=[O:54])[CH2:50][CH2:51]3)=[N:44][CH:45]=2)[CH:36]=[CH:37][C:38]=1[Cl:39]. The yield is 0.290. (6) The reactants are [CH2:1]([C:8]1[C:16]([C:17]2[CH:22]=[CH:21][N:20]=[C:19]([NH:23][CH:24]3[CH2:28][CH2:27][CH2:26][CH2:25]3)[N:18]=2)=[C:11]2[CH:12]=[CH:13][CH:14]=[CH:15][N:10]2[N:9]=1)[C:2]1[CH:7]=[CH:6][CH:5]=[CH:4][CH:3]=1.C([N-]C(C)C)(C)C.[Li+].C(Cl)(Cl)(Cl)[Cl:38]. The yield is 0.270. The product is [CH2:1]([C:8]1[C:16]([C:17]2[CH:22]=[CH:21][N:20]=[C:19]([NH:23][CH:24]3[CH2:25][CH2:26][CH2:27][CH2:28]3)[N:18]=2)=[C:11]2[CH:12]=[CH:13][CH:14]=[C:15]([Cl:38])[N:10]2[N:9]=1)[C:2]1[CH:3]=[CH:4][CH:5]=[CH:6][CH:7]=1. The catalyst is O1CCCC1. (7) The reactants are [Na].CO.[CH3:4][O:5][C:6](=[O:16])[CH2:7][S:8][CH2:9][CH2:10][CH2:11][C:12](OC)=[O:13]. The catalyst is C1(C)C=CC=CC=1. The product is [O:13]=[C:12]1[CH2:11][CH2:10][CH2:9][S:8][CH:7]1[C:6]([O:5][CH3:4])=[O:16]. The yield is 0.960.